This data is from Forward reaction prediction with 1.9M reactions from USPTO patents (1976-2016). The task is: Predict the product of the given reaction. (1) Given the reactants [F:1][C:2]1[C:7]([C:8]#[C:9][C:10]2[CH:15]=[CH:14][C:13]([F:16])=[CH:12][C:11]=2[N+:17]([O-:19])=[O:18])=[CH:6][CH:5]=[CH:4][N:3]=1.C(=O)(O)[O-:21].[Na+].S([O-])([O-])(=O)=O.[Mg+2].[Mn]([O-])(=O)(=O)=O.[K+].N([O-])=O.[Na+].OS(O)(=O)=O.[OH2:46], predict the reaction product. The product is: [F:16][C:13]1[CH:14]=[CH:15][C:10]([C:9](=[O:21])[C:8]([C:7]2[C:2]([F:1])=[N:3][CH:4]=[CH:5][CH:6]=2)=[O:46])=[C:11]([N+:17]([O-:19])=[O:18])[CH:12]=1. (2) Given the reactants [H-].[Na+].[CH3:3][O:4][CH2:5][C:6]1[NH:7][CH:8]=[CH:9][C:10]=1[C:11]([O:13][CH2:14][CH3:15])=[O:12].[CH3:16][Si:17]([CH3:24])([CH3:23])[CH2:18][CH2:19][O:20][CH2:21]Cl.S([O-])(O)(=O)=O.[K+], predict the reaction product. The product is: [CH3:3][O:4][CH2:5][C:6]1[N:7]([CH2:21][O:20][CH2:19][CH2:18][Si:17]([CH3:24])([CH3:23])[CH3:16])[CH:8]=[CH:9][C:10]=1[C:11]([O:13][CH2:14][CH3:15])=[O:12]. (3) Given the reactants C[O:2][C:3](=[O:41])[C:4]1[CH:9]=[CH:8][CH:7]=[CH:6][C:5]=1[S:10]([N:13]1[CH2:19][CH2:18][CH2:17][CH:16]([NH:20][C:21](=[O:39])[C@@H:22]([NH:27][C:28]([C:30]2[O:31][C:32]3[CH:38]=[CH:37][CH:36]=[CH:35][C:33]=3[CH:34]=2)=[O:29])[CH2:23][CH:24]([CH3:26])[CH3:25])[CH:15]([OH:40])[CH2:14]1)(=[O:12])=[O:11].CO.O, predict the reaction product. The product is: [O:31]1[C:32]2[CH:38]=[CH:37][CH:36]=[CH:35][C:33]=2[CH:34]=[C:30]1[C:28]([NH:27][C@@H:22]([CH2:23][CH:24]([CH3:26])[CH3:25])[C:21]([NH:20][CH:16]1[CH2:17][CH2:18][CH2:19][N:13]([S:10]([C:5]2[CH:6]=[CH:7][CH:8]=[CH:9][C:4]=2[C:3]([OH:41])=[O:2])(=[O:12])=[O:11])[CH2:14][C:15]1=[O:40])=[O:39])=[O:29]. (4) Given the reactants Cl[CH2:2][C:3]1[CH:8]=[CH:7][CH:6]=[C:5]([S:9][CH:10]2[CH2:13][CH2:12][CH2:11]2)[N:4]=1.C([O:16][C:17](=[O:29])[CH:18]([CH3:28])[CH2:19][C:20]1[CH:25]=[CH:24][C:23]([OH:26])=[C:22]([Cl:27])[CH:21]=1)C, predict the reaction product. The product is: [Cl:27][C:22]1[CH:21]=[C:20]([CH2:19][CH:18]([CH3:28])[C:17]([OH:29])=[O:16])[CH:25]=[CH:24][C:23]=1[O:26][CH2:2][C:3]1[CH:8]=[CH:7][CH:6]=[C:5]([S:9][CH:10]2[CH2:13][CH2:12][CH2:11]2)[N:4]=1. (5) Given the reactants II.[Br-].[C:4]1([CH:10]([C:13]2[CH:18]=[CH:17][CH:16]=[CH:15][CH:14]=2)[CH:11]=[O:12])[CH:9]=[CH:8][CH:7]=[CH:6][CH:5]=1.C([O-])(O)=O.[Na+], predict the reaction product. The product is: [C:13]1([CH:10]([C:4]2[CH:5]=[CH:6][CH:7]=[CH:8][CH:9]=2)[CH:11]([OH:12])[CH2:6][CH2:5][CH:4]=[CH2:9])[CH:14]=[CH:15][CH:16]=[CH:17][CH:18]=1. (6) The product is: [CH3:17][N:18]([CH3:26])[C:19]([C@H:21]1[CH2:25][CH2:24][CH2:23][N:22]1[C:2]1[CH:7]=[CH:6][C:5]([N+:8]([O-:10])=[O:9])=[CH:4][CH:3]=1)=[O:20]. Given the reactants F[C:2]1[CH:7]=[CH:6][C:5]([N+:8]([O-:10])=[O:9])=[CH:4][CH:3]=1.C(=O)([O-])[O-].[K+].[K+].[CH3:17][N:18]([CH3:26])[C:19]([C@H:21]1[CH2:25][CH2:24][CH2:23][NH:22]1)=[O:20], predict the reaction product. (7) Given the reactants [F:1][C:2]1[CH:3]=[CH:4][C:5]([O:20][CH3:21])=[C:6]([C:8]2[CH:17]=[CH:16][C:15]([NH2:18])=[C:14]3[C:9]=2[CH2:10][CH2:11][N:12]([CH3:19])[CH2:13]3)[CH:7]=1.Cl.Cl[C:24](Cl)(Cl)[CH:25]([OH:27])O.S([O-])([O-])(=O)=O.[Na+].[Na+].O[ClH][NH2:39].C([O-])(O)=O.[Na+].[OH2:45], predict the reaction product. The product is: [F:1][C:2]1[CH:3]=[CH:4][C:5]([O:20][CH3:21])=[C:6]([C:8]2[CH:17]=[CH:16][C:15]([NH:18][C:25](=[O:27])[CH:24]=[N:39][OH:45])=[C:14]3[C:9]=2[CH2:10][CH2:11][N:12]([CH3:19])[CH2:13]3)[CH:7]=1.